Dataset: Full USPTO retrosynthesis dataset with 1.9M reactions from patents (1976-2016). Task: Predict the reactants needed to synthesize the given product. (1) Given the product [Cl:37][C:6]1[C:5]([OH:38])=[C:4]([CH:9]=[C:8]([C:10]2[CH:11]=[C:12]3[C:18]([C:19]4[CH:24]=[CH:23][CH:22]=[CH:21][C:20]=4[O:25][CH3:26])=[CH:17][NH:16][C:13]3=[N:14][CH:15]=2)[CH:7]=1)[C:3]([OH:39])=[O:2], predict the reactants needed to synthesize it. The reactants are: C[O:2][C:3](=[O:39])[C:4]1[CH:9]=[C:8]([C:10]2[CH:11]=[C:12]3[C:18]([C:19]4[CH:24]=[CH:23][CH:22]=[CH:21][C:20]=4[O:25][CH3:26])=[CH:17][N:16](S(C4C=CC(C)=CC=4)(=O)=O)[C:13]3=[N:14][CH:15]=2)[CH:7]=[C:6]([Cl:37])[C:5]=1[OH:38].[OH-].[Na+].Cl. (2) The reactants are: C(=O)([O-])[O-].[Na+].[Na+].Br[C:8]1[CH:9]=[C:10]([NH:15][S:16]([C:19]2[CH:24]=[CH:23][C:22]([O:25][CH3:26])=[CH:21][CH:20]=2)(=[O:18])=[O:17])[C:11]([Cl:14])=[N:12][CH:13]=1.CC1(C)C(C)(C)OB([C:35]2[CH:52]=[CH:51][C:38]3[N:39]=[C:40]([NH:42][C:43]([CH:45]4[CH2:50][CH2:49][CH2:48][CH2:47][CH2:46]4)=[O:44])[S:41][C:37]=3[CH:36]=2)O1. Given the product [Cl:14][C:11]1[N:12]=[CH:13][C:8]([C:35]2[CH:52]=[CH:51][C:38]3[N:39]=[C:40]([NH:42][C:43]([CH:45]4[CH2:50][CH2:49][CH2:48][CH2:47][CH2:46]4)=[O:44])[S:41][C:37]=3[CH:36]=2)=[CH:9][C:10]=1[NH:15][S:16]([C:19]1[CH:24]=[CH:23][C:22]([O:25][CH3:26])=[CH:21][CH:20]=1)(=[O:18])=[O:17], predict the reactants needed to synthesize it. (3) Given the product [CH2:17]([N:16]1[CH2:24][CH:25]2[C@:8]([OH:27])([CH2:26]2)[C@@H:9]1[C:10]1[CH:11]=[CH:12][CH:13]=[CH:14][CH:15]=1)[C:18]1[CH:19]=[CH:20][CH:21]=[CH:22][CH:23]=1, predict the reactants needed to synthesize it. The reactants are: C([Mg]Cl)(C)C.CO[C:8](=[O:27])[C@@H:9]([N:16]([CH2:24][CH:25]=[CH2:26])[CH2:17][C:18]1[CH:23]=[CH:22][CH:21]=[CH:20][CH:19]=1)[C:10]1[CH:15]=[CH:14][CH:13]=[CH:12][CH:11]=1.[C@H](O)(C([O-])=O)[C@@H](O)C([O-])=O.[Na+].[K+].C(=O)(O)[O-].[Na+]. (4) Given the product [CH3:1][O:22][C:21](=[O:23])[CH2:20][C:16]1[CH:17]=[N:18][CH:19]=[C:14]([Br:13])[CH:15]=1, predict the reactants needed to synthesize it. The reactants are: [CH3:1][Si](C=[N+]=[N-])(C)C.CCOCC.[Br:13][C:14]1[CH:15]=[C:16]([CH2:20][C:21]([OH:23])=[O:22])[CH:17]=[N:18][CH:19]=1. (5) Given the product [I:22][C:4]1[C:3]([O:2][CH3:1])=[CH:8][CH:7]=[CH:6][C:5]=1[NH:9][C:10](=[O:16])[O:11][C:12]([CH3:13])([CH3:15])[CH3:14], predict the reactants needed to synthesize it. The reactants are: [CH3:1][O:2][C:3]1[CH:4]=[C:5]([NH:9][C:10](=[O:16])[O:11][C:12]([CH3:15])([CH3:14])[CH3:13])[CH:6]=[CH:7][CH:8]=1.[Li]C(C)(C)C.[I:22]I.[O-]S([O-])(=S)=O.[Na+].[Na+]. (6) The reactants are: [NH2:1][C:2]1[CH:7]=[CH:6][C:5]([Cl:8])=[CH:4][C:3]=1[C:9]([C:11]1[CH:16]=[CH:15][N:14]=[CH:13][CH:12]=1)=[O:10].[CH3:17][C:18]([C:25]1[CH:30]=[CH:29][C:28]([S:31](Cl)(=[O:33])=[O:32])=[CH:27][CH:26]=1)([C:20]1[O:21][CH:22]=[CH:23][N:24]=1)[CH3:19]. Given the product [Cl:8][C:5]1[CH:6]=[CH:7][C:2]([NH:1][S:31]([C:28]2[CH:27]=[CH:26][C:25]([C:18]([CH3:19])([C:20]3[O:21][CH:22]=[CH:23][N:24]=3)[CH3:17])=[CH:30][CH:29]=2)(=[O:32])=[O:33])=[C:3]([C:9]([C:11]2[CH:16]=[CH:15][N:14]=[CH:13][CH:12]=2)=[O:10])[CH:4]=1, predict the reactants needed to synthesize it. (7) The reactants are: [N:1]([C:4]1[N:5]=[C:6]([N:15]2[CH2:20][CH2:19][N:18]([C:21]([O:23][C:24]([CH3:27])([CH3:26])[CH3:25])=[O:22])[CH2:17][CH2:16]2)[C:7]2[CH:12]=[C:11]([CH2:13][CH3:14])[S:10][C:8]=2[N:9]=1)=[N+]=[N-].CP(C)C. Given the product [NH2:1][C:4]1[N:5]=[C:6]([N:15]2[CH2:20][CH2:19][N:18]([C:21]([O:23][C:24]([CH3:25])([CH3:27])[CH3:26])=[O:22])[CH2:17][CH2:16]2)[C:7]2[CH:12]=[C:11]([CH2:13][CH3:14])[S:10][C:8]=2[N:9]=1, predict the reactants needed to synthesize it.